The task is: Predict the reactants needed to synthesize the given product.. This data is from Full USPTO retrosynthesis dataset with 1.9M reactions from patents (1976-2016). Given the product [Br:1][C:2]1[CH:8]=[CH:7][C:5]([NH:6][C:16](=[O:18])[CH3:17])=[CH:4][CH:3]=1, predict the reactants needed to synthesize it. The reactants are: [Br:1][C:2]1[CH:8]=[CH:7][C:5]([NH2:6])=[CH:4][CH:3]=1.C(N(CC)CC)C.[C:16](OC(=O)C)(=[O:18])[CH3:17].O.